Dataset: Peptide-MHC class I binding affinity with 185,985 pairs from IEDB/IMGT. Task: Regression. Given a peptide amino acid sequence and an MHC pseudo amino acid sequence, predict their binding affinity value. This is MHC class I binding data. (1) The binding affinity (normalized) is 0.0257. The peptide sequence is SELPQWLSANR. The MHC is HLA-A11:01 with pseudo-sequence HLA-A11:01. (2) The peptide sequence is RLYYDSMSY. The MHC is HLA-A31:01 with pseudo-sequence HLA-A31:01. The binding affinity (normalized) is 0.183. (3) The peptide sequence is QVPLRPMTSK. The MHC is HLA-A02:02 with pseudo-sequence HLA-A02:02. The binding affinity (normalized) is 0. (4) The peptide sequence is LFSKNILKY. The MHC is HLA-A31:01 with pseudo-sequence HLA-A31:01. The binding affinity (normalized) is 0.236.